Dataset: NCI-60 drug combinations with 297,098 pairs across 59 cell lines. Task: Regression. Given two drug SMILES strings and cell line genomic features, predict the synergy score measuring deviation from expected non-interaction effect. (1) Drug 1: CC1=C2C(C(=O)C3(C(CC4C(C3C(C(C2(C)C)(CC1OC(=O)C(C(C5=CC=CC=C5)NC(=O)OC(C)(C)C)O)O)OC(=O)C6=CC=CC=C6)(CO4)OC(=O)C)OC)C)OC. Drug 2: CC1=C(C(CCC1)(C)C)C=CC(=CC=CC(=CC(=O)O)C)C. Cell line: OVCAR-4. Synergy scores: CSS=39.4, Synergy_ZIP=9.86, Synergy_Bliss=9.71, Synergy_Loewe=-30.6, Synergy_HSA=8.33. (2) Cell line: UO-31. Synergy scores: CSS=36.4, Synergy_ZIP=6.06, Synergy_Bliss=0.150, Synergy_Loewe=-26.4, Synergy_HSA=-1.66. Drug 1: CC1=C(C=C(C=C1)NC(=O)C2=CC=C(C=C2)CN3CCN(CC3)C)NC4=NC=CC(=N4)C5=CN=CC=C5. Drug 2: C#CCC(CC1=CN=C2C(=N1)C(=NC(=N2)N)N)C3=CC=C(C=C3)C(=O)NC(CCC(=O)O)C(=O)O. (3) Drug 1: CCN(CC)CCNC(=O)C1=C(NC(=C1C)C=C2C3=C(C=CC(=C3)F)NC2=O)C. Drug 2: C#CCC(CC1=CN=C2C(=N1)C(=NC(=N2)N)N)C3=CC=C(C=C3)C(=O)NC(CCC(=O)O)C(=O)O. Cell line: SN12C. Synergy scores: CSS=13.5, Synergy_ZIP=0.611, Synergy_Bliss=-0.332, Synergy_Loewe=-17.2, Synergy_HSA=-4.47. (4) Drug 1: C1=NC2=C(N1)C(=S)N=CN2. Drug 2: COC1=C2C(=CC3=C1OC=C3)C=CC(=O)O2. Cell line: SF-268. Synergy scores: CSS=26.7, Synergy_ZIP=1.58, Synergy_Bliss=3.57, Synergy_Loewe=-18.2, Synergy_HSA=1.84. (5) Drug 1: CC1CCC2CC(C(=CC=CC=CC(CC(C(=O)C(C(C(=CC(C(=O)CC(OC(=O)C3CCCCN3C(=O)C(=O)C1(O2)O)C(C)CC4CCC(C(C4)OC)OCCO)C)C)O)OC)C)C)C)OC. Drug 2: C1=CN(C=N1)CC(O)(P(=O)(O)O)P(=O)(O)O. Cell line: K-562. Synergy scores: CSS=23.9, Synergy_ZIP=-8.08, Synergy_Bliss=-6.57, Synergy_Loewe=-40.4, Synergy_HSA=-5.29. (6) Drug 1: CC1=C(C=C(C=C1)C(=O)NC2=CC(=CC(=C2)C(F)(F)F)N3C=C(N=C3)C)NC4=NC=CC(=N4)C5=CN=CC=C5. Synergy scores: CSS=1.74, Synergy_ZIP=-0.352, Synergy_Bliss=-1.13, Synergy_Loewe=-4.68, Synergy_HSA=-1.92. Drug 2: C1CC(=O)NC(=O)C1N2C(=O)C3=CC=CC=C3C2=O. Cell line: MDA-MB-231. (7) Drug 1: CC1=C2C(C(=O)C3(C(CC4C(C3C(C(C2(C)C)(CC1OC(=O)C(C(C5=CC=CC=C5)NC(=O)OC(C)(C)C)O)O)OC(=O)C6=CC=CC=C6)(CO4)OC(=O)C)O)C)O. Drug 2: C1CNP(=O)(OC1)N(CCCl)CCCl. Cell line: A549. Synergy scores: CSS=1.38, Synergy_ZIP=-1.56, Synergy_Bliss=-1.67, Synergy_Loewe=-3.52, Synergy_HSA=-5.04. (8) Drug 2: CN(C(=O)NC(C=O)C(C(C(CO)O)O)O)N=O. Synergy scores: CSS=0.491, Synergy_ZIP=-1.45, Synergy_Bliss=-0.638, Synergy_Loewe=-2.29, Synergy_HSA=-2.15. Cell line: EKVX. Drug 1: C1=NC2=C(N1)C(=S)N=CN2. (9) Drug 1: C1=NC2=C(N=C(N=C2N1C3C(C(C(O3)CO)O)F)Cl)N. Drug 2: CCN(CC)CCNC(=O)C1=C(NC(=C1C)C=C2C3=C(C=CC(=C3)F)NC2=O)C. Cell line: RXF 393. Synergy scores: CSS=-7.42, Synergy_ZIP=2.16, Synergy_Bliss=-4.20, Synergy_Loewe=-4.74, Synergy_HSA=-8.59. (10) Synergy scores: CSS=3.10, Synergy_ZIP=0.219, Synergy_Bliss=1.00, Synergy_Loewe=-19.5, Synergy_HSA=-8.55. Cell line: HOP-92. Drug 2: CS(=O)(=O)OCCCCOS(=O)(=O)C. Drug 1: CC1=C2C(C(=O)C3(C(CC4C(C3C(C(C2(C)C)(CC1OC(=O)C(C(C5=CC=CC=C5)NC(=O)OC(C)(C)C)O)O)OC(=O)C6=CC=CC=C6)(CO4)OC(=O)C)O)C)O.